This data is from Full USPTO retrosynthesis dataset with 1.9M reactions from patents (1976-2016). The task is: Predict the reactants needed to synthesize the given product. (1) The reactants are: [N:1]1[C:6]([NH2:7])=[CH:5][CH:4]=[CH:3][C:2]=1[NH2:8].C(N(CC)CC)C.[C:16](Cl)(=[O:18])[CH3:17]. Given the product [NH2:7][C:6]1[N:1]=[C:2]([NH:8][C:16](=[O:18])[CH3:17])[CH:3]=[CH:4][CH:5]=1, predict the reactants needed to synthesize it. (2) Given the product [F:24][C:15]1[CH:14]=[C:13]([C:4]2[N:3]=[C:2]([C:33]3[C:37]([CH3:39])([CH3:38])[CH2:36][C:35]([CH3:41])([CH3:40])[CH:34]=3)[C:7]([C:8]([O:10][CH2:11][CH3:12])=[O:9])=[CH:6][CH:5]=2)[CH:18]=[C:17]([O:19][CH2:20][CH:21]([CH3:23])[CH3:22])[CH:16]=1, predict the reactants needed to synthesize it. The reactants are: Cl[C:2]1[C:7]([C:8]([O:10][CH2:11][CH3:12])=[O:9])=[CH:6][CH:5]=[C:4]([C:13]2[CH:18]=[C:17]([O:19][CH2:20][CH:21]([CH3:23])[CH3:22])[CH:16]=[C:15]([F:24])[CH:14]=2)[N:3]=1.CC1(C)C(C)(C)OB([C:33]2[C:37]([CH3:39])([CH3:38])[CH2:36][C:35]([CH3:41])([CH3:40])[CH:34]=2)O1.ClCCl.C(=O)([O-])[O-].[Na+].[Na+]. (3) Given the product [CH2:2]([O:9][C:10]1[CH:15]=[CH:14][C:13]([NH:16][C:17]2[C:26]3[C:21](=[CH:22][CH:23]=[C:24]([C:27]4[O:31][C:30]([CH2:32][NH:35][CH2:36][CH2:37][S:38]([NH2:41])(=[O:40])=[O:39])=[CH:29][CH:28]=4)[CH:25]=3)[N:20]=[CH:19][N:18]=2)=[CH:12][CH:11]=1)[C:3]1[CH:4]=[CH:5][CH:6]=[CH:7][CH:8]=1, predict the reactants needed to synthesize it. The reactants are: Cl.[CH2:2]([O:9][C:10]1[CH:15]=[CH:14][C:13]([NH:16][C:17]2[C:26]3[C:21](=[CH:22][CH:23]=[C:24]([C:27]4[O:31][C:30]([CH:32]=O)=[CH:29][CH:28]=4)[CH:25]=3)[N:20]=[CH:19][N:18]=2)=[CH:12][CH:11]=1)[C:3]1[CH:8]=[CH:7][CH:6]=[CH:5][CH:4]=1.Cl.[NH2:35][CH2:36][CH2:37][S:38]([NH2:41])(=[O:40])=[O:39].Cl. (4) The reactants are: [C:1]([O:4][C:5]1[CH:6]=[C:7](/[CH:13]=[CH:14]/[C:15]2[CH:20]=[CH:19][C:18]([O:21][CH2:22][C:23]3[CH:28]=[CH:27][CH:26]=[CH:25][CH:24]=3)=[C:17]([O:29][CH3:30])[CH:16]=2)[CH:8]=[C:9]([O:11]C)[CH:10]=1)(=O)C.OC1C=C(/C=C/C2C=CC(OCC3C=CC=CC=3)=C(OC)C=2)C=C(OCC2C=CC=CC=2)C=1. Given the product [OH:11][C:9]1[CH:8]=[C:7](/[CH:13]=[CH:14]/[C:15]2[CH:20]=[CH:19][C:18]([O:21][CH2:22][C:23]3[CH:28]=[CH:27][CH:26]=[CH:25][CH:24]=3)=[C:17]([O:29][CH3:30])[CH:16]=2)[CH:6]=[C:5]([O:4][CH3:1])[CH:10]=1, predict the reactants needed to synthesize it. (5) Given the product [Cl:23][C:10]1[C:9]([F:15])=[C:8]([CH2:6][CH3:7])[N:13]=[CH:12][N:11]=1, predict the reactants needed to synthesize it. The reactants are: P(Cl)(Cl)(Cl)=O.[CH2:6]([C:8]1[NH:13][CH:12]=[N:11][C:10](=O)[C:9]=1[F:15])[CH3:7].C(N(CC)CC)C.[ClH:23]. (6) Given the product [CH3:50][C:40]1[CH:45]=[CH:44][C:43]([S:46]([O:15][CH2:14][C:12]2([OH:16])[C:11]3=[C:2]([F:1])[CH:3]=[N:4][C:5]4[CH:6]=[CH:7][C:8](=[O:17])[N:9]([C:10]=43)[CH2:13]2)(=[O:48])=[O:47])=[CH:42][CH:41]=1, predict the reactants needed to synthesize it. The reactants are: [F:1][C:2]1[CH:3]=[N:4][C:5]2[CH:6]=[CH:7][C:8](=[O:17])[N:9]3[CH2:13][C:12]([OH:16])([CH2:14][OH:15])[C:11]=1[C:10]=23.FC1C=NC2C=CC(=O)N3CC(=C)C=1C=23.C(N(CC)CC)C.[C:40]1([CH3:50])[CH:45]=[CH:44][C:43]([S:46](Cl)(=[O:48])=[O:47])=[CH:42][CH:41]=1.C([Sn](=O)CCCC)CCC.